From a dataset of M1 muscarinic receptor agonist screen with 61,833 compounds. Binary Classification. Given a drug SMILES string, predict its activity (active/inactive) in a high-throughput screening assay against a specified biological target. (1) The drug is Fc1ccc(C2(O)CCN(CC2)CC(=O)NCC=C)cc1. The result is 0 (inactive). (2) The compound is Clc1cc2C(=O)N(C(CCS(=O)(=O)C)C(=O)N3CCOCC3)C(=O)c2cc1Cl. The result is 0 (inactive). (3) The molecule is Brc1ccc(OC(=O)C2CN(C(=O)C2)c2ccc(F)cc2)cc1. The result is 0 (inactive). (4) The compound is O(c1c(n2c3c(nc2)cc(cc3)C(=O)NCCCOC)cccc1)C. The result is 0 (inactive).